Task: Regression. Given a peptide amino acid sequence and an MHC pseudo amino acid sequence, predict their binding affinity value. This is MHC class I binding data.. Dataset: Peptide-MHC class I binding affinity with 185,985 pairs from IEDB/IMGT (1) The peptide sequence is SWLDFDEKLV. The MHC is HLA-A23:01 with pseudo-sequence HLA-A23:01. The binding affinity (normalized) is 0.467. (2) The peptide sequence is VYIPPYCTI. The binding affinity (normalized) is 0.338. The MHC is HLA-A23:01 with pseudo-sequence HLA-A23:01. (3) The binding affinity (normalized) is 0.0847. The peptide sequence is YADGGQWYN. The MHC is HLA-A02:12 with pseudo-sequence HLA-A02:12. (4) The peptide sequence is SLFNWLWYE. The MHC is HLA-B46:01 with pseudo-sequence HLA-B46:01. The binding affinity (normalized) is 0.0847. (5) The peptide sequence is RLRDLLLIVTR. The binding affinity (normalized) is 0.0590. The MHC is HLA-A23:01 with pseudo-sequence HLA-A23:01. (6) The peptide sequence is YTTGPCTPL. The MHC is Patr-B0101 with pseudo-sequence Patr-B0101. The binding affinity (normalized) is 0.545. (7) The peptide sequence is NINIEVKLFI. The MHC is HLA-A02:01 with pseudo-sequence HLA-A02:01. The binding affinity (normalized) is 0.347.